The task is: Predict which catalyst facilitates the given reaction.. This data is from Catalyst prediction with 721,799 reactions and 888 catalyst types from USPTO. (1) Reactant: [CH3:1][I:2].[Cl:3][C:4]1[CH:5]=[C:6]2[C:11](=[CH:12][CH:13]=1)[NH:10][C:9](=[S:14])[NH:8][CH:7]2[CH3:15]. Product: [IH:2].[Cl:3][C:4]1[CH:5]=[C:6]2[C:11](=[CH:12][CH:13]=1)[N:10]=[C:9]([S:14][CH3:1])[NH:8][CH:7]2[CH3:15]. The catalyst class is: 883. (2) Reactant: [CH3:1][C:2]1[CH:24]=[CH:23][CH:22]=[C:21]([CH3:25])[C:3]=1[CH2:4][O:5][C:6]1[CH:7]=[C:8]([C:12](=[O:20])[CH2:13][CH2:14][C:15]([O:17]CC)=[O:16])[CH:9]=[CH:10][CH:11]=1.C(O)C.Cl. Product: [CH3:25][C:21]1[CH:22]=[CH:23][CH:24]=[C:2]([CH3:1])[C:3]=1[CH2:4][O:5][C:6]1[CH:7]=[C:8]([C:12](=[O:20])[CH2:13][CH2:14][C:15]([OH:17])=[O:16])[CH:9]=[CH:10][CH:11]=1. The catalyst class is: 74. (3) Reactant: [F:1][C:2]1[CH:7]=[CH:6][CH:5]=[C:4]([F:8])[C:3]=1[S:9]([NH:12][C:13]1[C:14]([F:44])=[C:15]([C:19]2[N:20]=[C:21]([CH:31]3[CH2:36][CH2:35][N:34](C(OC(C)(C)C)=O)[CH2:33][CH2:32]3)[S:22][C:23]=2[C:24]2[CH:29]=[CH:28][N:27]=[C:26]([CH3:30])[N:25]=2)[CH:16]=[CH:17][CH:18]=1)(=[O:11])=[O:10].C(O)(C(F)(F)F)=O. Product: [F:1][C:2]1[CH:7]=[CH:6][CH:5]=[C:4]([F:8])[C:3]=1[S:9]([NH:12][C:13]1[CH:18]=[CH:17][CH:16]=[C:15]([C:19]2[N:20]=[C:21]([CH:31]3[CH2:36][CH2:35][NH:34][CH2:33][CH2:32]3)[S:22][C:23]=2[C:24]2[CH:29]=[CH:28][N:27]=[C:26]([CH3:30])[N:25]=2)[C:14]=1[F:44])(=[O:10])=[O:11]. The catalyst class is: 4. (4) Reactant: [Cl:1][C:2]1[N:7]=[CH:6][C:5]2[C:8](=[O:11])[NH:9][NH:10][C:4]=2[CH:3]=1.Cl[C:13]([O:15][CH2:16][CH3:17])=[O:14]. Product: [Cl:1][C:2]1[N:7]=[CH:6][C:5]2[C:8](=[O:11])[NH:9][N:10]([C:13]([O:15][CH2:16][CH3:17])=[O:14])[C:4]=2[CH:3]=1. The catalyst class is: 228. (5) Reactant: [F:1][C:2]([F:14])([F:13])[CH:3]1[NH:8][CH2:7][CH:6]([C:9]([O:11][CH3:12])=[O:10])[CH2:5][CH2:4]1.C([O-])([O-])=O.[K+].[K+].Cl[C:22]([O:24][CH2:25][C:26]1[CH:31]=[CH:30][CH:29]=[CH:28][CH:27]=1)=[O:23]. Product: [F:14][C:2]([F:13])([F:1])[CH:3]1[N:8]([C:22]([O:24][CH2:25][C:26]2[CH:31]=[CH:30][CH:29]=[CH:28][CH:27]=2)=[O:23])[CH2:7][CH:6]([C:9]([O:11][CH3:12])=[O:10])[CH2:5][CH2:4]1. The catalyst class is: 20. (6) Reactant: [S:1]([C:4]1[CH:5]=[CH:6][C:7]([O:13][C:14]([F:17])([F:16])[F:15])=[C:8]([CH:12]=1)[C:9]([OH:11])=[O:10])([OH:3])=[O:2].[C:18](=O)([O-])[O-].[K+].[K+].CI. Product: [CH3:18][S:1]([C:4]1[CH:5]=[CH:6][C:7]([O:13][C:14]([F:15])([F:16])[F:17])=[C:8]([CH:12]=1)[C:9]([OH:11])=[O:10])(=[O:3])=[O:2]. The catalyst class is: 3. (7) Reactant: [OH:1][C:2]1[CH:10]=[CH:9][CH:8]=[CH:7][C:3]=1[C:4]([OH:6])=O.CCN=C=NCCCN(C)C.C1C=CC2N(O)N=NC=2C=1.C(N(CC)CC)C.[NH2:39][CH:40]1[C:51]2[C:45](=[CH:46][CH:47]=[C:48]([S:53]([CH3:56])(=O)=O)[C:49](=[O:52])[CH:50]=2)[C:44]2[C:57]([O:65][CH3:66])=[C:58]([O:63][CH3:64])[C:59]([O:61][CH3:62])=[CH:60][C:43]=2[CH2:42][CH2:41]1. Product: [OH:1][C:2]1[CH:10]=[CH:9][CH:8]=[CH:7][C:3]=1[C:4]([NH:39][C@@H:40]1[C:51]2[C:45](=[CH:46][CH:47]=[C:48]([S:53][CH3:56])[C:49](=[O:52])[CH:50]=2)[C:44]2[C:57]([O:65][CH3:66])=[C:58]([O:63][CH3:64])[C:59]([O:61][CH3:62])=[CH:60][C:43]=2[CH2:42][CH2:41]1)=[O:6]. The catalyst class is: 35. (8) Reactant: ClC1C=C(C=CC=1)C(OO)=[O:6].[Cl:12][C:13]1[C:18]([CH3:19])=[CH:17][C:16]([O:20][CH3:21])=[CH:15][N:14]=1. Product: [Cl:12][C:13]1[C:18]([CH3:19])=[CH:17][C:16]([O:20][CH3:21])=[CH:15][N+:14]=1[O-:6]. The catalyst class is: 4. (9) Reactant: [F:1][C:2]([F:23])([F:22])[O:3][C:4]1[CH:9]=[CH:8][C:7]([N:10]2[CH:14]=[N:13][C:12]([C:15]3[CH:21]=[CH:20][C:18]([NH2:19])=[CH:17][CH:16]=3)=[N:11]2)=[CH:6][CH:5]=1.[C:24](OC(C)(C)C)(=[O:29])[CH2:25][C:26]([CH3:28])=[O:27]. Product: [O:27]=[C:26]([CH3:28])[CH2:25][C:24]([NH:19][C:18]1[CH:20]=[CH:21][C:15]([C:12]2[N:13]=[CH:14][N:10]([C:7]3[CH:6]=[CH:5][C:4]([O:3][C:2]([F:1])([F:22])[F:23])=[CH:9][CH:8]=3)[N:11]=2)=[CH:16][CH:17]=1)=[O:29]. The catalyst class is: 11.